Dataset: Forward reaction prediction with 1.9M reactions from USPTO patents (1976-2016). Task: Predict the product of the given reaction. (1) Given the reactants Cl.FC1C=C(C=CC=1)CN1C=C(C2C3C(=NC=C(C4C=CC(C5CCNCC5)=CC=4)C=3)N(S(C3C=CC(C)=CC=3)(=O)=O)C=2)C=N1.[F:46][C:47]1[CH:48]=[C:49]([CH:93]=[CH:94][CH:95]=1)[CH2:50][N:51]1[CH:55]=[C:54]([C:56]2[C:64]3[C:59](=[N:60][CH:61]=[C:62]([C:65]4[CH:66]=[CH:67][C:68]([N:73]5[CH2:78][CH2:77][N:76]([CH2:79][C@@H:80]([OH:82])[CH3:81])[CH2:75][CH2:74]5)=[N:69][C:70]=4[O:71][CH3:72])[CH:63]=3)[N:58](S(C3C=CC(C)=CC=3)(=O)=O)[CH:57]=2)[CH:53]=[N:52]1.[OH-].[Li+], predict the reaction product. The product is: [F:46][C:47]1[CH:48]=[C:49]([CH:93]=[CH:94][CH:95]=1)[CH2:50][N:51]1[CH:55]=[C:54]([C:56]2[C:64]3[C:59](=[N:60][CH:61]=[C:62]([C:65]4[CH:66]=[CH:67][C:68]([N:73]5[CH2:74][CH2:75][N:76]([CH2:79][C@@H:80]([OH:82])[CH3:81])[CH2:77][CH2:78]5)=[N:69][C:70]=4[O:71][CH3:72])[CH:63]=3)[NH:58][CH:57]=2)[CH:53]=[N:52]1. (2) Given the reactants [O:1]=[C:2]1[C:11]2[C:6](=[CH:7][CH:8]=[CH:9][CH:10]=2)[C@H:5]([NH:12]C=O)[CH2:4][CH2:3]1, predict the reaction product. The product is: [NH2:12][C@H:5]1[C:6]2[C:11](=[CH:10][CH:9]=[CH:8][CH:7]=2)[C:2](=[O:1])[CH2:3][CH2:4]1. (3) Given the reactants [Cl:1][CH2:2][CH:3]([OH:6])[CH2:4][OH:5].[CH2:7]([N:9]([CH2:16][CH3:17])[CH2:10][CH2:11][O:12][CH2:13][CH2:14][OH:15])[CH3:8], predict the reaction product. The product is: [Cl-:1].[CH2:16]([N+:9]([CH2:7][CH3:8])([CH2:10][CH2:11][O:12][CH2:13][CH2:14][OH:15])[CH2:2][CH:3]([OH:6])[CH2:4][OH:5])[CH3:17]. (4) Given the reactants [I:1][C:2]1[C:10]2[C:5](=[CH:6][CH:7]=[C:8]([C:11]([OH:13])=[O:12])[CH:9]=2)[NH:4][CH:3]=1.[H-].[Na+].[C:16]1([CH3:26])[CH:21]=[CH:20][C:19]([S:22](Cl)(=[O:24])=[O:23])=[CH:18][CH:17]=1.Cl, predict the reaction product. The product is: [I:1][C:2]1[C:10]2[C:5](=[CH:6][CH:7]=[C:8]([C:11]([OH:13])=[O:12])[CH:9]=2)[N:4]([S:22]([C:19]2[CH:20]=[CH:21][C:16]([CH3:26])=[CH:17][CH:18]=2)(=[O:24])=[O:23])[CH:3]=1. (5) Given the reactants Br[C:2]1[CH:17]=[CH:16][C:5]2[N:6]=[C:7]([C:9]3[CH:14]=[CH:13][CH:12]=[CH:11][C:10]=3[OH:15])[S:8][C:4]=2[CH:3]=1.[Li]C(C)(C)C.[C:23]1([Si:29](Cl)([C:36]2[CH:41]=[CH:40][CH:39]=[CH:38][CH:37]=2)[C:30]2[CH:35]=[CH:34][CH:33]=[CH:32][CH:31]=2)[CH:28]=[CH:27][CH:26]=[CH:25][CH:24]=1.O, predict the reaction product. The product is: [C:36]1([Si:29]([C:23]2[CH:24]=[CH:25][CH:26]=[CH:27][CH:28]=2)([C:30]2[CH:35]=[CH:34][CH:33]=[CH:32][CH:31]=2)[C:2]2[CH:17]=[CH:16][C:5]3[N:6]=[C:7]([C:9]4[CH:14]=[CH:13][CH:12]=[CH:11][C:10]=4[OH:15])[S:8][C:4]=3[CH:3]=2)[CH:37]=[CH:38][CH:39]=[CH:40][CH:41]=1. (6) Given the reactants I[C:2]1[CH:3]=[C:4]([C:8]2[N:9]=[CH:10][N:11]([CH3:23])[C:12]=2[C:13]2[S:22][C:16]3[N:17]=[CH:18][N:19]=[C:20]([NH2:21])[C:15]=3[CH:14]=2)[CH:5]=[CH:6][CH:7]=1.N1C2[C:28](=[CH:25][CH:26]=[C:27]3C=2N=CC=[CH:28]3)[CH:27]=[CH:26][CH:25]=1.C(=O)([O-])[O-:39].[Cs+].[Cs+], predict the reaction product. The product is: [CH2:25]([O:39][C:2]1[CH:3]=[C:4]([C:8]2[N:9]=[CH:10][N:11]([CH3:23])[C:12]=2[C:13]2[S:22][C:16]3[N:17]=[CH:18][N:19]=[C:20]([NH2:21])[C:15]=3[CH:14]=2)[CH:5]=[CH:6][CH:7]=1)[CH2:26][CH2:27][CH3:28].